This data is from Reaction yield outcomes from USPTO patents with 853,638 reactions. The task is: Predict the reaction yield, written as a fraction of the theoretical maximum amount of product (1.0 means a 100% yield; for example, 0.34 means a 34% yield). (1) The reactants are [Cl:1][C:2]1[CH:9]=[CH:8][C:5]([CH:6]=O)=[CH:4][CH:3]=1.[CH3:10][O:11][C:12]1[CH:13]=[C:14]([CH:16]=[CH:17][CH:18]=1)[NH2:15].C(O[BH-](OC(=O)C)OC(=O)C)(=O)C.[Na+].C(O)(=O)C. The catalyst is ClCCl. The product is [Cl:1][C:2]1[CH:9]=[CH:8][C:5]([CH2:6][NH:15][C:14]2[CH:16]=[CH:17][CH:18]=[C:12]([O:11][CH3:10])[CH:13]=2)=[CH:4][CH:3]=1. The yield is 0.640. (2) The reactants are [NH2:1][C@H:2]([C:7]([OH:9])=[O:8])[CH2:3][CH:4]([CH3:6])[CH3:5].O=S(Cl)Cl.[CH:14](O)([CH3:16])[CH3:15]. No catalyst specified. The product is [CH:14]([O:8][C:7](=[O:9])[C@H:2]([CH2:3][CH:4]([CH3:6])[CH3:5])[NH2:1])([CH3:16])[CH3:15]. The yield is 0.710. (3) The reactants are [OH:1][C:2]1[CH:7]=[CH:6][C:5]([C:8](=[O:10])[CH3:9])=[CH:4][CH:3]=1.[CH2:11](Cl)[C:12]1[CH:17]=[CH:16][CH:15]=[CH:14][CH:13]=1.C(=O)([O-])[O-].[K+].[K+].[I-].[Na+]. The catalyst is CN(C=O)C. The product is [CH2:11]([O:1][C:2]1[CH:7]=[CH:6][C:5]([C:8](=[O:10])[CH3:9])=[CH:4][CH:3]=1)[C:12]1[CH:17]=[CH:16][CH:15]=[CH:14][CH:13]=1. The yield is 0.850. (4) The reactants are I[C:2]1[N:6]([CH3:7])[N:5]=[CH:4][CH:3]=1.[NH:8]1[CH:12]=[C:11]([C:13]([O:15][CH3:16])=[O:14])[N:10]=[CH:9]1.C(=O)([O-])[O-].[Cs+].[Cs+].N#N. The catalyst is CN(C)C=O.[Cu](I)I. The product is [CH3:7][N:6]1[C:2]([N:8]2[CH:12]=[C:11]([C:13]([O:15][CH3:16])=[O:14])[N:10]=[CH:9]2)=[CH:3][CH:4]=[N:5]1. The yield is 0.220. (5) The product is [OH:5][C:6]1[CH:7]=[C:8]([CH:12]=[CH:13][C:14]=1[I:3])[C:9]([OH:11])=[O:10]. The reactants are [OH-].[Na+].[I-:3].[Na+].[OH:5][C:6]1[CH:7]=[C:8]([CH:12]=[CH:13][CH:14]=1)[C:9]([OH:11])=[O:10].Cl[O-].[Na+]. The catalyst is CO. The yield is 0.920. (6) The reactants are [Cl:1][CH2:2][C@H:3]1[C:11]2[C:10]3[CH:12]=[CH:13][CH:14]=[CH:15][C:9]=3[C:8]([NH:16][C:17](=[O:38])[C@H:18]([CH3:37])[NH:19][C:20](OCC3C4C=CC=CC=4C4C3=CC=CC=4)=[O:21])=[CH:7][C:6]=2[N:5]([C:39]([C:41]23[CH2:45][C:43]([C:46]([O:48][C:49]([CH3:52])([CH3:51])[CH3:50])=[O:47])([CH2:44]2)[CH2:42]3)=[O:40])[CH2:4]1.[CH:53]1[C:65]2[CH:64]([CH2:66][O:67][C:68]([NH:70][C@H:71](C(O)=O)[CH:72]([CH3:74])[CH3:73])=[O:69])[C:63]3[C:58](=[CH:59][CH:60]=[CH:61][CH:62]=3)[C:57]=2[CH:56]=[CH:55][CH:54]=1.CN(C(ON1N=NC2C=CC=NC1=2)=[N+](C)C)C.F[P-](F)(F)(F)(F)F. The catalyst is C(Cl)Cl. The product is [CH:62]1[C:63]2[CH:64]([CH2:66][O:67][C:68]([NH:70][C@H:71]([C:20]([NH:19][C@H:18]([C:17]([NH:16][C:8]3[C:9]4[CH:15]=[CH:14][CH:13]=[CH:12][C:10]=4[C:11]4[C@H:3]([CH2:2][Cl:1])[CH2:4][N:5]([C:39]([C:41]56[CH2:42][C:43]([C:46]([O:48][C:49]([CH3:50])([CH3:51])[CH3:52])=[O:47])([CH2:44]5)[CH2:45]6)=[O:40])[C:6]=4[CH:7]=3)=[O:38])[CH3:37])=[O:21])[CH:72]([CH3:74])[CH3:73])=[O:69])[C:65]3[C:57](=[CH:56][CH:55]=[CH:54][CH:53]=3)[C:58]=2[CH:59]=[CH:60][CH:61]=1. The yield is 0.880. (7) The reactants are [H-].[Na+].[NH:3]1[CH:7]=[CH:6][CH:5]=[N:4]1.[Br:8][C:9]1[C:10]([CH3:23])=[C:11]([CH3:22])[C:12]2[O:16][C:15]([CH2:18]I)([CH3:17])[CH2:14][C:13]=2[C:20]=1[CH3:21].[Cl-].[NH4+]. The catalyst is C(OCC)(=O)C.CN(C=O)C. The product is [Br:8][C:9]1[C:10]([CH3:23])=[C:11]([CH3:22])[C:12]2[O:16][C:15]([CH2:17][N:3]3[CH:7]=[CH:6][CH:5]=[N:4]3)([CH3:18])[CH2:14][C:13]=2[C:20]=1[CH3:21]. The yield is 0.710.